Dataset: Merck oncology drug combination screen with 23,052 pairs across 39 cell lines. Task: Regression. Given two drug SMILES strings and cell line genomic features, predict the synergy score measuring deviation from expected non-interaction effect. (1) Drug 1: O=C(CCCCCCC(=O)Nc1ccccc1)NO. Drug 2: NC1CCCCC1N.O=C(O)C(=O)O.[Pt+2]. Cell line: NCIH23. Synergy scores: synergy=-28.8. (2) Drug 2: Cn1cc(-c2cnn3c(N)c(Br)c(C4CCCNC4)nc23)cn1. Drug 1: O=C(NOCC(O)CO)c1ccc(F)c(F)c1Nc1ccc(I)cc1F. Cell line: NCIH460. Synergy scores: synergy=-2.85. (3) Drug 1: CN(C)C(=N)N=C(N)N. Drug 2: C#Cc1cccc(Nc2ncnc3cc(OCCOC)c(OCCOC)cc23)c1. Cell line: UACC62. Synergy scores: synergy=10.3. (4) Drug 1: CC1(c2nc3c(C(N)=O)cccc3[nH]2)CCCN1. Drug 2: COC1CC2CCC(C)C(O)(O2)C(=O)C(=O)N2CCCCC2C(=O)OC(C(C)CC2CCC(OP(C)(C)=O)C(OC)C2)CC(=O)C(C)C=C(C)C(O)C(OC)C(=O)C(C)CC(C)C=CC=CC=C1C. Cell line: NCIH460. Synergy scores: synergy=-7.26. (5) Drug 1: COc1cccc2c1C(=O)c1c(O)c3c(c(O)c1C2=O)CC(O)(C(=O)CO)CC3OC1CC(N)C(O)C(C)O1. Drug 2: O=C(O)C1(Cc2cccc(Nc3nccs3)n2)CCC(Oc2cccc(Cl)c2F)CC1. Cell line: SKMEL30. Synergy scores: synergy=2.22.